The task is: Regression. Given a peptide amino acid sequence and an MHC pseudo amino acid sequence, predict their binding affinity value. This is MHC class I binding data.. This data is from Peptide-MHC class I binding affinity with 185,985 pairs from IEDB/IMGT. (1) The peptide sequence is GPKVRTWLF. The MHC is HLA-B48:01 with pseudo-sequence HLA-B48:01. The binding affinity (normalized) is 0.0847. (2) The peptide sequence is VSFDQNLDY. The MHC is HLA-A69:01 with pseudo-sequence HLA-A69:01. The binding affinity (normalized) is 0.0847. (3) The peptide sequence is EHVQGDIDL. The MHC is HLA-B07:02 with pseudo-sequence HLA-B07:02. The binding affinity (normalized) is 0.0847. (4) The peptide sequence is FENDIDEIL. The MHC is HLA-A26:02 with pseudo-sequence HLA-A26:02. The binding affinity (normalized) is 0.0847. (5) The peptide sequence is GVRQFSGWM. The MHC is HLA-A23:01 with pseudo-sequence HLA-A23:01. The binding affinity (normalized) is 0.0847. (6) The peptide sequence is STYSNKRAM. The MHC is H-2-Db with pseudo-sequence H-2-Db. The binding affinity (normalized) is 0.0898. (7) The peptide sequence is MTIREFPRK. The MHC is HLA-A11:01 with pseudo-sequence HLA-A11:01. The binding affinity (normalized) is 0.874.